Task: Predict the reactants needed to synthesize the given product.. Dataset: Full USPTO retrosynthesis dataset with 1.9M reactions from patents (1976-2016) (1) Given the product [Cl:1][C:2]1[N:3]=[C:4]([O:18][CH2:19][CH2:20][O:21][C:23]2[CH:32]=[CH:31][C:30]3[C:25](=[N:26][CH:27]=[CH:28][CH:29]=3)[N:24]=2)[N:5]=[C:6]([NH:9][CH2:10][C:11]2[S:15][C:14]([CH3:16])=[N:13][C:12]=2[CH3:17])[C:7]=1[CH3:8], predict the reactants needed to synthesize it. The reactants are: [Cl:1][C:2]1[C:7]([CH3:8])=[C:6]([NH:9][CH2:10][C:11]2[S:15][C:14]([CH3:16])=[N:13][C:12]=2[CH3:17])[N:5]=[C:4]([O:18][CH2:19][CH2:20][OH:21])[N:3]=1.Br[C:23]1[CH:32]=[CH:31][C:30]2[C:25](=[N:26][CH:27]=[CH:28][CH:29]=2)[N:24]=1.C[Si]([N-][Si](C)(C)C)(C)C.[Na+]. (2) Given the product [F:1][C:2]1[CH:7]=[C:6]([I:8])[CH:5]=[CH:4][C:3]=1[NH:9][C:10]1[N:15]([CH3:16])[C:14](=[O:17])[N:13]([CH3:18])[C:12](=[O:19])[C:11]=1[C:20](=[O:21])[C:31]([OH:33])=[O:32], predict the reactants needed to synthesize it. The reactants are: [F:1][C:2]1[CH:7]=[C:6]([I:8])[CH:5]=[CH:4][C:3]=1[NH:9][C:10]1[N:15]([CH3:16])[C:14](=[O:17])[N:13]([CH3:18])[C:12](=[O:19])[C:11]=1[C:20](OC1C=CC=CC=1)=[O:21].ClC(=O)[C:31]([O:33]C)=[O:32]. (3) Given the product [NH2:1][C:2]1[N:7]=[CH:6][N:5]=[C:4]2[N:8]([CH2:24][CH2:25][N:26]3[C:30](=[O:31])[C:29](=[CH:36][CH:33]4[CH2:35][CH2:34]4)[S:28][C:27]3=[O:32])[N:9]=[C:10]([C:11]3[CH:12]=[CH:13][C:14]([O:17][C:18]4[CH:19]=[CH:20][CH:21]=[CH:22][CH:23]=4)=[CH:15][CH:16]=3)[C:3]=12, predict the reactants needed to synthesize it. The reactants are: [NH2:1][C:2]1[N:7]=[CH:6][N:5]=[C:4]2[N:8]([CH2:24][CH2:25][N:26]3[C:30](=[O:31])[CH2:29][S:28][C:27]3=[O:32])[N:9]=[C:10]([C:11]3[CH:16]=[CH:15][C:14]([O:17][C:18]4[CH:23]=[CH:22][CH:21]=[CH:20][CH:19]=4)=[CH:13][CH:12]=3)[C:3]=12.[CH:33]1([CH:36]=O)[CH2:35][CH2:34]1.N1CCCCC1.ClCCl. (4) Given the product [C:1]12([O:7][C:8]3[CH:14]=[CH:13][CH:12]=[C:11]([C:29]([C@@H:31]4[CH2:36][CH2:35][CH2:34][N:33]([C:37]([O:39][C:40]([CH3:43])([CH3:42])[CH3:41])=[O:38])[CH2:32]4)=[O:30])[C:9]=3[O:10]1)[CH2:6][CH2:5][CH2:4][CH2:3][CH2:2]2, predict the reactants needed to synthesize it. The reactants are: [C:1]12([O:10][C:9]3[CH:11]=[CH:12][CH:13]=[CH:14][C:8]=3[O:7]1)[CH2:6][CH2:5][CH2:4][CH2:3][CH2:2]2.[Li]CCCC.CCCCCC.CON(C)[C:29]([C@@H:31]1[CH2:36][CH2:35][CH2:34][N:33]([C:37]([O:39][C:40]([CH3:43])([CH3:42])[CH3:41])=[O:38])[CH2:32]1)=[O:30]. (5) Given the product [NH2:1][C:2]1[CH:3]=[C:4]([CH:8]=[C:9]([CH:11]([CH3:15])[CH:12]([CH3:14])[CH3:13])[CH:10]=1)[C:5]([OH:7])=[O:6], predict the reactants needed to synthesize it. The reactants are: [NH2:1][C:2]1[CH:3]=[C:4]([CH:8]=[C:9]([C:11]([CH3:15])=[C:12]([CH3:14])[CH3:13])[CH:10]=1)[C:5]([OH:7])=[O:6].